From a dataset of Catalyst prediction with 721,799 reactions and 888 catalyst types from USPTO. Predict which catalyst facilitates the given reaction. The catalyst class is: 10. Product: [Br:1][C:2]1[CH:3]=[CH:4][C:5](=[O:8])[N:6]([CH3:12])[CH:7]=1. Reactant: [Br:1][C:2]1[CH:3]=[CH:4][C:5]([O:8]C)=[N:6][CH:7]=1.IC.[CH3:12]C(O[K])=O.